Task: Predict which catalyst facilitates the given reaction.. Dataset: Catalyst prediction with 721,799 reactions and 888 catalyst types from USPTO Reactant: [CH3:1][C:2]1[C:3]2[CH:4]=[C:5]([OH:35])[CH:6]=[CH:7][C:8]=2[N:9]([CH2:18][C:19]2[CH:20]=[CH:21][C:22]([O:25][CH2:26][CH2:27][N:28]3[CH2:34][CH2:33][CH2:32][CH2:31][CH2:30][CH2:29]3)=[CH:23][CH:24]=2)[C:10]=1[C:11]1[CH:12]=[CH:13][C:14]([OH:17])=[CH:15][CH:16]=1.[CH:36]([OH:39])([CH3:38])C. Product: [CH3:1][C:2]1[C:3]2[CH:4]=[C:5]([OH:35])[CH:6]=[CH:7][C:8]=2[N:9]([CH2:18][C:19]2[CH:24]=[CH:23][C:22]([O:25][CH2:26][CH2:27][N:28]3[CH2:29][CH2:30][CH2:31][CH2:32][CH2:33][CH2:34]3)=[CH:21][CH:20]=2)[C:10]=1[C:11]1[CH:12]=[CH:13][C:14]([OH:17])=[CH:15][CH:16]=1.[CH3:38][C:36]([OH:39])=[O:17]. The catalyst class is: 5.